From a dataset of Full USPTO retrosynthesis dataset with 1.9M reactions from patents (1976-2016). Predict the reactants needed to synthesize the given product. Given the product [P:1]([OH:43])([OH:42])([O:3][CH2:4][N:5]1[CH:10]=[CH:9][C:8]([NH:11][C:12](=[O:32])[C:13]2[CH:18]=[CH:17][C:16]([C:19]([F:20])([F:22])[F:21])=[CH:15][C:14]=2[O:23][C:24]2[CH:29]=[CH:28][C:27]([F:30])=[CH:26][C:25]=2[CH3:31])=[CH:7][C:6]1=[O:33])=[O:2], predict the reactants needed to synthesize it. The reactants are: [P:1]([O-:43])([O-:42])([O:3][C:4](C(C)(C)C)(C(C)(C)C)[N:5]1[CH:10]=[CH:9][C:8]([NH:11][C:12](=[O:32])[C:13]2[CH:18]=[CH:17][C:16]([C:19]([F:22])([F:21])[F:20])=[CH:15][C:14]=2[O:23][C:24]2[CH:29]=[CH:28][C:27]([F:30])=[CH:26][C:25]=2[CH3:31])=[CH:7][C:6]1=[O:33])=[O:2].C(O)(C)C.